This data is from Forward reaction prediction with 1.9M reactions from USPTO patents (1976-2016). The task is: Predict the product of the given reaction. (1) Given the reactants [C:1]([C:5]1[N:10]=[CH:9][C:8]([C:11]2[N:12]([C:32]([N:34]3[CH2:39][CH2:38][CH:37]([CH2:40][C:41](O)=[O:42])[CH2:36][CH2:35]3)=[O:33])[C@@:13]([C:25]3[CH:30]=[CH:29][C:28]([Cl:31])=[CH:27][CH:26]=3)([CH3:24])[C@@:14]([C:17]3[CH:22]=[CH:21][C:20]([Cl:23])=[CH:19][CH:18]=3)([CH3:16])[N:15]=2)=[C:7]([O:44][CH2:45][CH3:46])[CH:6]=1)([CH3:4])([CH3:3])[CH3:2].[NH:47]1[CH2:50][CH:49]([N:51]2[CH2:55][CH2:54][CH2:53][CH2:52]2)[CH2:48]1, predict the reaction product. The product is: [C:1]([C:5]1[N:10]=[CH:9][C:8]([C:11]2[N:12]([C:32]([N:34]3[CH2:39][CH2:38][CH:37]([CH2:40][C:41]([N:47]4[CH2:50][CH:49]([N:51]5[CH2:55][CH2:54][CH2:53][CH2:52]5)[CH2:48]4)=[O:42])[CH2:36][CH2:35]3)=[O:33])[C@@:13]([C:25]3[CH:30]=[CH:29][C:28]([Cl:31])=[CH:27][CH:26]=3)([CH3:24])[C@@:14]([C:17]3[CH:22]=[CH:21][C:20]([Cl:23])=[CH:19][CH:18]=3)([CH3:16])[N:15]=2)=[C:7]([O:44][CH2:45][CH3:46])[CH:6]=1)([CH3:4])([CH3:3])[CH3:2]. (2) Given the reactants [CH:1]([CH2:3][C:4](O)=[O:5])=[CH2:2].OC1C2N=NNC=2C=CC=1.Cl.[NH2:18][CH2:19][CH2:20][C:21]1[C:25]2[CH:26]=[C:27]([C:30]([O:32][CH3:33])=[O:31])[CH:28]=[CH:29][C:24]=2[O:23][CH:22]=1, predict the reaction product. The product is: [C:4]([NH:18][CH2:19][CH2:20][C:21]1[C:25]2[CH:26]=[C:27]([C:30]([O:32][CH3:33])=[O:31])[CH:28]=[CH:29][C:24]=2[O:23][CH:22]=1)(=[O:5])[CH2:3][CH:1]=[CH2:2].